Dataset: Full USPTO retrosynthesis dataset with 1.9M reactions from patents (1976-2016). Task: Predict the reactants needed to synthesize the given product. (1) Given the product [Br:1][C:2]1[CH:3]=[C:4]2[C:12](=[CH:13][CH:14]=1)[NH:11][C:10]1[CH:9]([NH:15][C:22](=[O:23])[C:17]3[CH:18]=[CH:19][CH:20]=[CH:21][C:16]=3[CH3:25])[CH2:8][CH2:7][CH2:6][C:5]2=1, predict the reactants needed to synthesize it. The reactants are: [Br:1][C:2]1[CH:3]=[C:4]2[C:12](=[CH:13][CH:14]=1)[NH:11][C:10]1[CH:9]([NH2:15])[CH2:8][CH2:7][CH2:6][C:5]2=1.[C:16]1([CH3:25])[C:17]([C:22](Cl)=[O:23])=[CH:18][CH:19]=[CH:20][CH:21]=1. (2) Given the product [C:1]([O:5][C:6]([N:8]1[CH2:12][C@H:11]([C:13]2[CH:18]=[CH:17][CH:16]=[CH:15][CH:14]=2)[CH2:10][C@H:9]1[CH3:19])=[O:7])([CH3:4])([CH3:2])[CH3:3], predict the reactants needed to synthesize it. The reactants are: [C:1]([O:5][C:6]([N:8]1[CH2:12][C@H:11]([C:13]2[CH:18]=[CH:17][CH:16]=[CH:15][CH:14]=2)[CH2:10][C@H:9]1[CH2:19]OS(C)(=O)=O)=[O:7])([CH3:4])([CH3:3])[CH3:2].[Li].CN([BH3-])C.C(B(CC)CC)C. (3) Given the product [O:1]=[C:2]1[C:10]2[C:5](=[CH:6][CH:7]=[CH:8][CH:9]=2)[C:4](=[O:11])[N:3]1[CH2:12][C:13]([Cl:19])=[O:15], predict the reactants needed to synthesize it. The reactants are: [O:1]=[C:2]1[C:10]2[C:5](=[CH:6][CH:7]=[CH:8][CH:9]=2)[C:4](=[O:11])[N:3]1[CH2:12][C:13]([OH:15])=O.C(Cl)(=O)C([Cl:19])=O. (4) Given the product [F:28][C:2]([F:1])([F:27])[O:3][C:4]1[CH:5]=[C:6]([C:10]2[N:14]3[N:15]=[C:16]([NH:19][C@H:20]4[CH2:21][CH2:22][C@H:23]([NH:26][S:39]([CH3:38])(=[O:41])=[O:40])[CH2:24][CH2:25]4)[CH:17]=[CH:18][C:13]3=[N:12][CH:11]=2)[CH:7]=[CH:8][CH:9]=1, predict the reactants needed to synthesize it. The reactants are: [F:1][C:2]([F:28])([F:27])[O:3][C:4]1[CH:5]=[C:6]([C:10]2[N:14]3[N:15]=[C:16]([NH:19][C@H:20]4[CH2:25][CH2:24][C@H:23]([NH2:26])[CH2:22][CH2:21]4)[CH:17]=[CH:18][C:13]3=[N:12][CH:11]=2)[CH:7]=[CH:8][CH:9]=1.CCN(C(C)C)C(C)C.[CH3:38][S:39](Cl)(=[O:41])=[O:40]. (5) Given the product [OH:14][C:15]1[CH:22]=[CH:21][C:18](/[CH:19]=[C:9]2\[O:10][C:6]3[CH:5]=[CH:4][CH:3]=[C:2]([OH:1])[C:7]=3[C:8]\2=[O:11])=[CH:17][CH:16]=1, predict the reactants needed to synthesize it. The reactants are: [OH:1][C:2]1[C:7]2[C:8](=[O:11])[CH2:9][O:10][C:6]=2[CH:5]=[CH:4][CH:3]=1.[OH-].[K+].[OH:14][C:15]1[CH:22]=[CH:21][C:18]([CH:19]=O)=[CH:17][CH:16]=1.O.